Dataset: Antibody paratope prediction from SAbDab with 1,023 antibody chains. Task: Token-level Classification. Given an antibody amino acid sequence, predict which amino acid positions are active in antigen binding. Output is a list of indices for active paratope positions. (1) The paratope positions are: [30, 31, 32, 33, 34]. Given the antibody sequence: DIVMTQSPLSLPVTPGEPASISCRSRQSIVHTNRYTYLAWYLQKPGQSPQLLIYKVSNRFSGVPDRFSGSGSGTDFTLKISRVEAEDVGVYYCFQGSHVPYTFGGGTKLEIK, which amino acid positions are active in antigen binding (paratope)? (2) Given the antibody sequence: EVKLVESGGGLVQPGGSLSLSCATSGFTFIDYYMSWFRQPPGKALEWLGLIRNKGNGYTMEYSASLKGRFTISRDNSQSIVYLHMNTLTAEDSATYYCARVDYGTNYDYWGQGTTLTVSS, which amino acid positions are active in antigen binding (paratope)? The paratope positions are: [52, 53, 54, 85, 86, 87, 106]. (3) The paratope positions are: [30, 31, 32, 33]. Given the antibody sequence: DIVMTQSPDSLSVSLGERATINCRASKSVDSYGNSFMHWYQQKPGQPPKLLIYLASNLESGVPDRFSGSGSGTDFTLTISSLQAEDVAVYYCQQNNEDPRTFGGGTKVEIK, which amino acid positions are active in antigen binding (paratope)? (4) Given the antibody sequence: QSALTQPPSVSKSLGQSVTISCSGTTNDIGAYNGVSWYQHHSDTAPRLLIYEVNKRPSGVSDRFSGSKSGNTASLTISGLQAEDEADYYCGSYRSGSTWVFGGGTRLTVL, which amino acid positions are active in antigen binding (paratope)? The paratope positions are: [29, 30, 31, 97]. (5) Given the antibody sequence: EVQLVQSGAEVKKPGESLKISCKASGYSFSSYWIAWVRQMPGKGLEWMGFIYPADSDTRYSPSFQGQGTISADKSISTAYLQWSSLKASDTAMYYCAILGFWGANRGGGGMDVWGQGTTVIVSS, which amino acid positions are active in antigen binding (paratope)? The paratope positions are: [52, 83, 84, 85, 104, 105, 106, 107, 108, 109, 110]. (6) The paratope positions are: [52, 83, 84, 85, 104, 105]. Given the antibody sequence: QVNLLQSGAALVKPGASVKLSCKASGYTFTDFYIHWVKQSHGKSLEWIGYINPNSGYTNYNEKFKNKATLTVDKSTSTGYMELSRLTSEDSANYSCTRGVPGNNWFPYWGQGTLVTVSS, which amino acid positions are active in antigen binding (paratope)? (7) Given the antibody sequence: EVTLKESGPVLVKPTETLTLTCTVSGFSLSTYGMGVGWIRQPPGKALEWLAHIWWDDVKRYNPALKSRLTISKDTSKSQVVLTMTNMDPVDTATYYCARMGSDYDVWFDYWGQGTLVTVSS, which amino acid positions are active in antigen binding (paratope)? The paratope positions are: [31, 32, 54, 84, 85, 86, 105, 106, 107].